Task: Predict the product of the given reaction.. Dataset: Forward reaction prediction with 1.9M reactions from USPTO patents (1976-2016) (1) Given the reactants Br[C:2]1[CH:3]=[CH:4][C:5]([F:16])=[C:6]([C:8]2[C:9]([C:14]#[N:15])=[N:10][CH:11]=[CH:12][CH:13]=2)[CH:7]=1.C([Sn](CCCC)(CCCC)[C:22]1[N:26]2[CH:27]=[CH:28][C:29]([C:31]([F:34])([F:33])[F:32])=[N:30][C:25]2=[N:24][CH:23]=1)CCC, predict the reaction product. The product is: [F:16][C:5]1[CH:4]=[CH:3][C:2]([C:22]2[N:26]3[CH:27]=[CH:28][C:29]([C:31]([F:32])([F:33])[F:34])=[N:30][C:25]3=[N:24][CH:23]=2)=[CH:7][C:6]=1[C:8]1[C:9]([C:14]#[N:15])=[N:10][CH:11]=[CH:12][CH:13]=1. (2) Given the reactants CN([CH:4]=[C:5]1[C:10](=O)[CH2:9][CH2:8][N:7]([C:12]2[CH:17]=[CH:16][N:15]=[C:14]([C:18]([NH:20][C:21]3[CH:26]=[CH:25][CH:24]=[C:23]([C:27]([F:30])([F:29])[F:28])[CH:22]=3)=[O:19])[CH:13]=2)[CH2:6]1)C.C(=O)(O)O.[NH2:35][C:36]([NH2:38])=[NH:37].O.O.O.C([O-])(=O)C.[Na+], predict the reaction product. The product is: [NH2:37][C:36]1[N:38]=[CH:4][C:5]2[CH2:6][N:7]([C:12]3[CH:17]=[CH:16][N:15]=[C:14]([C:18]([NH:20][C:21]4[CH:26]=[CH:25][CH:24]=[C:23]([C:27]([F:30])([F:28])[F:29])[CH:22]=4)=[O:19])[CH:13]=3)[CH2:8][CH2:9][C:10]=2[N:35]=1. (3) Given the reactants Cl[C:2]1[N:7]=[C:6]([C:8]2[CH:9]=[C:10]3[C:15](=[CH:16][CH:17]=2)[N:14]=[CH:13][CH:12]=[CH:11]3)[CH:5]=[C:4](Cl)[N:3]=1.C([NH:26][CH2:27][CH2:28][NH2:29])(OC(C)(C)C)=O.Cl.CS(C)=[O:33], predict the reaction product. The product is: [NH2:26][CH2:27][CH2:28][NH:29][C:2]1[NH:3][C:4](=[O:33])[CH:5]=[C:6]([C:8]2[CH:9]=[C:10]3[C:15](=[CH:16][CH:17]=2)[N:14]=[CH:13][CH:12]=[CH:11]3)[N:7]=1. (4) Given the reactants C[O:2][C:3](=[O:37])[C:4]1[CH:9]=[CH:8][C:7]([NH:10][C:11]2[C:12]3[C:19]([C:20](=[O:36])[C:21]4[C:26]([F:27])=[CH:25][CH:24]=[C:23]([NH:28][S:29]([CH2:32][CH2:33][CH3:34])(=[O:31])=[O:30])[C:22]=4[F:35])=[CH:18][NH:17][C:13]=3[N:14]=[CH:15][N:16]=2)=[CH:6][CH:5]=1.CO.[OH-].[Na+].Cl, predict the reaction product. The product is: [F:35][C:22]1[C:23]([NH:28][S:29]([CH2:32][CH2:33][CH3:34])(=[O:31])=[O:30])=[CH:24][CH:25]=[C:26]([F:27])[C:21]=1[C:20]([C:19]1[C:12]2[C:11]([NH:10][C:7]3[CH:6]=[CH:5][C:4]([C:3]([OH:37])=[O:2])=[CH:9][CH:8]=3)=[N:16][CH:15]=[N:14][C:13]=2[NH:17][CH:18]=1)=[O:36]. (5) Given the reactants [CH3:1][C:2]1[CH:7]=[CH:6][C:5]([NH:8][S:9]([C:12]2[CH:17]=[CH:16][CH:15]=[C:14]([CH3:18])[CH:13]=2)(=[O:11])=[O:10])=[C:4]([O:19][CH2:20][C:21]2[CH:26]=[CH:25][CH:24]=[CH:23][CH:22]=2)[C:3]=1[CH2:27][CH:28]=[CH2:29].F[P-](F)(F)(F)(F)F.N1(O[P+](N(C)C)(N(C)C)N(C)C)C2C=CC=C[C:40]=2N=N1.C(N(CC)CC)C.Cl.Cl.[NH2:66][C:67]1[CH:72]=[CH:71]C(CN)=[C:69]([CH3:75])[N:68]=1.C[N:77]([CH:79]=[O:80])C, predict the reaction product. The product is: [NH2:66][C:67]1[N:68]=[C:69]([CH3:75])[C:29]([CH2:28][CH:27]([C:3]2[C:2]([CH2:1][CH3:40])=[CH:7][CH:6]=[C:5]([NH:8][S:9]([C:12]3[CH:17]=[CH:16][CH:15]=[C:14]([CH3:18])[CH:13]=3)(=[O:11])=[O:10])[C:4]=2[O:19][CH2:20][C:21]2[CH:22]=[CH:23][CH:24]=[CH:25][CH:26]=2)[C:79]([NH2:77])=[O:80])=[CH:71][CH:72]=1. (6) Given the reactants [F:1][C:2]([F:40])([F:39])[C:3]1[CH:4]=[C:5]([CH:32]=[C:33]([C:35]([F:38])([F:37])[F:36])[CH:34]=1)[CH2:6][N:7]([CH2:14][C:15]1[CH:20]=[C:19]([C:21]([F:24])([F:23])[F:22])[CH:18]=[CH:17][C:16]=1[C:25]([CH:28]1[CH2:31][CH2:30][CH2:29]1)([OH:27])[CH3:26])[C:8]1[N:9]=[N:10][N:11]([CH3:13])[N:12]=1.[H-].[Na+].I[CH3:44], predict the reaction product. The product is: [CH:28]1([C:25]([C:16]2[CH:17]=[CH:18][C:19]([C:21]([F:24])([F:23])[F:22])=[CH:20][C:15]=2[CH2:14][N:7]([CH2:6][C:5]2[CH:4]=[C:3]([C:2]([F:1])([F:39])[F:40])[CH:34]=[C:33]([C:35]([F:36])([F:37])[F:38])[CH:32]=2)[C:8]2[N:9]=[N:10][N:11]([CH3:13])[N:12]=2)([O:27][CH3:44])[CH3:26])[CH2:31][CH2:30][CH2:29]1. (7) Given the reactants [NH2:1][CH2:2][C:3]1[CH:30]=[CH:29][C:6]([CH2:7][N:8]([CH2:19][C:20]2[NH:24][C:23]3[CH:25]=[CH:26][CH:27]=[CH:28][C:22]=3[N:21]=2)[CH:9]2[C:18]3[N:17]=[CH:16][CH:15]=[CH:14][C:13]=3[CH2:12][CH2:11][CH2:10]2)=[CH:5][CH:4]=1.[CH2:31]([N:38]=[C:39]=[O:40])[C:32]1[CH:37]=[CH:36][CH:35]=[CH:34][CH:33]=1, predict the reaction product. The product is: [NH:24]1[C:23]2[CH:25]=[CH:26][CH:27]=[CH:28][C:22]=2[N:21]=[C:20]1[CH2:19][N:8]([CH2:7][C:6]1[CH:5]=[CH:4][C:3]([CH2:2][NH:1][C:39]([NH:38][CH2:31][C:32]2[CH:37]=[CH:36][CH:35]=[CH:34][CH:33]=2)=[O:40])=[CH:30][CH:29]=1)[CH:9]1[C:18]2[N:17]=[CH:16][CH:15]=[CH:14][C:13]=2[CH2:12][CH2:11][CH2:10]1. (8) Given the reactants [Br:1][C:2]1[CH:7]=[CH:6][C:5](B(O)O)=[C:4]([F:11])[C:3]=1[O:12][CH3:13].Br[C:15]1[N:16]=[CH:17][C:18]([NH2:21])=[N:19][CH:20]=1.CCO.C([O-])([O-])=O.[Na+].[Na+], predict the reaction product. The product is: [Br:1][C:2]1[CH:7]=[CH:6][C:5]([C:15]2[N:16]=[CH:17][C:18]([NH2:21])=[N:19][CH:20]=2)=[C:4]([F:11])[C:3]=1[O:12][CH3:13]. (9) The product is: [C:1]([N:4]1[CH:10]([CH3:11])[CH2:9][C:8]2[CH:12]=[CH:13][C:14]([Cl:16])=[CH:15][C:7]=2[C:6]([C:17]2[CH:22]=[CH:21][C:20]([NH2:23])=[C:19]([Cl:26])[CH:18]=2)=[N:5]1)(=[O:3])[CH3:2]. Given the reactants [C:1]([N:4]1[CH:10]([CH3:11])[CH2:9][C:8]2[CH:12]=[CH:13][C:14]([Cl:16])=[CH:15][C:7]=2[C:6]([C:17]2[CH:22]=[CH:21][C:20]([N+:23]([O-])=O)=[C:19]([Cl:26])[CH:18]=2)=[N:5]1)(=[O:3])[CH3:2].O.NN, predict the reaction product.